This data is from Forward reaction prediction with 1.9M reactions from USPTO patents (1976-2016). The task is: Predict the product of the given reaction. (1) Given the reactants Cl[C:2](Cl)([O:4]C(=O)OC(Cl)(Cl)Cl)Cl.[NH2:13][C:14]1[CH:22]=[CH:21][C:20]([Br:23])=[CH:19][C:15]=1[C:16]([NH2:18])=[O:17], predict the reaction product. The product is: [Br:23][C:20]1[CH:19]=[C:15]2[C:14](=[CH:22][CH:21]=1)[N:13]=[C:2]([OH:4])[N:18]=[C:16]2[OH:17]. (2) Given the reactants FC(F)(F)[C:3]1[CH:8]=[CH:7][C:6]([C:3]2[C:8](C(O)=O)=[CH:7][CH:6]=[CH:5][CH:4]=2)=[CH:5][CH:4]=1.CN(C)[CH:22]=[O:23].[C:25](Cl)(=O)[C:26]([Cl:28])=[O:27].C(Cl)[Cl:32], predict the reaction product. The product is: [C:3]1([CH:25]([C:22]([Cl:32])=[O:23])[C:26]([Cl:28])=[O:27])[CH:8]=[CH:7][CH:6]=[CH:5][CH:4]=1. (3) Given the reactants C(NCC=C)C=C.[CH2:8]([N:11](CC=C)[C:12]1[CH:17]=[CH:16][C:15]([C:18]2([C:21]([O:23][C:24]([CH3:27])([CH3:26])[CH3:25])=[O:22])[CH2:20][CH2:19]2)=[CH:14][CH:13]=1)[CH:9]=[CH2:10], predict the reaction product. The product is: [CH2:8]([NH:11][C:12]1[CH:17]=[CH:16][C:15]([C:18]2([C:21]([O:23][C:24]([CH3:27])([CH3:26])[CH3:25])=[O:22])[CH2:19][CH2:20]2)=[CH:14][CH:13]=1)[CH:9]=[CH2:10]. (4) Given the reactants [NH2:1][C:2]1[CH:3]=[CH:4][C:5]([O:12][CH:13]([C:20]2[CH:25]=[CH:24][CH:23]=[CH:22][CH:21]=2)[C:14]2[CH:19]=[CH:18][CH:17]=[CH:16][CH:15]=2)=[C:6]([CH:11]=1)[C:7]([O:9][CH3:10])=[O:8].[CH3:26][O:27][C:28]1[CH:33]=[CH:32][C:31]([N:34]=[C:35]=[O:36])=[CH:30][CH:29]=1.C1COCC1, predict the reaction product. The product is: [CH:13]([O:12][C:5]1[CH:4]=[CH:3][C:2]([NH:1][C:35]([NH:34][C:31]2[CH:32]=[CH:33][C:28]([O:27][CH3:26])=[CH:29][CH:30]=2)=[O:36])=[CH:11][C:6]=1[C:7]([O:9][CH3:10])=[O:8])([C:20]1[CH:25]=[CH:24][CH:23]=[CH:22][CH:21]=1)[C:14]1[CH:19]=[CH:18][CH:17]=[CH:16][CH:15]=1. (5) Given the reactants [C:1]([O:5][C@@H:6]([C:12]1[C:22]([CH3:23])=[CH:21][C:15]2[N:16]=[C:17]([CH:19]=C)[S:18][C:14]=2[C:13]=1[O:24][S:25]([C:28]([F:31])([F:30])[F:29])(=[O:27])=[O:26])[C:7]([O:9][CH2:10][CH3:11])=[O:8])([CH3:4])([CH3:3])[CH3:2].C(Cl)Cl.[O:35]=O, predict the reaction product. The product is: [C:1]([O:5][C@@H:6]([C:12]1[C:22]([CH3:23])=[CH:21][C:15]2[N:16]=[C:17]([CH:19]=[O:35])[S:18][C:14]=2[C:13]=1[O:24][S:25]([C:28]([F:29])([F:31])[F:30])(=[O:26])=[O:27])[C:7]([O:9][CH2:10][CH3:11])=[O:8])([CH3:2])([CH3:4])[CH3:3]. (6) Given the reactants [CH3:1][C:2]1([CH3:17])[CH:11]=[CH:10][C:9]2[C:4](=[C:5]([C:15]#[N:16])[CH:6]=[CH:7][C:8]=2[N+:12]([O-])=O)[O:3]1.Cl[Sn]Cl.C([O-])([O-])=O.[K+].[K+], predict the reaction product. The product is: [NH2:12][C:8]1[CH:7]=[CH:6][C:5]([C:15]#[N:16])=[C:4]2[C:9]=1[CH:10]=[CH:11][C:2]([CH3:17])([CH3:1])[O:3]2.